Task: Predict the reactants needed to synthesize the given product.. Dataset: Full USPTO retrosynthesis dataset with 1.9M reactions from patents (1976-2016) Given the product [C:11]([O:10][C:8]([N:5]1[CH2:4][CH2:3][CH:2]([O:1][S:23]([CH3:22])(=[O:25])=[O:24])[CH2:7][CH2:6]1)=[O:9])([CH3:14])([CH3:13])[CH3:12], predict the reactants needed to synthesize it. The reactants are: [OH:1][CH:2]1[CH2:7][CH2:6][N:5]([C:8]([O:10][C:11]([CH3:14])([CH3:13])[CH3:12])=[O:9])[CH2:4][CH2:3]1.C(N(CC)CC)C.[CH3:22][S:23](Cl)(=[O:25])=[O:24].